This data is from Full USPTO retrosynthesis dataset with 1.9M reactions from patents (1976-2016). The task is: Predict the reactants needed to synthesize the given product. (1) Given the product [NH2:1][CH2:4][C:5]1[CH:6]=[C:7]2[C:11](=[CH:12][CH:13]=1)[N:10]([C:14]([O:16][C:17]([CH3:19])([CH3:20])[CH3:18])=[O:15])[C:9]([C:21]1[C:22]([Cl:31])=[N:23][C:24]3[C:29]([CH:30]=1)=[CH:28][CH:27]=[CH:26][CH:25]=3)=[CH:8]2, predict the reactants needed to synthesize it. The reactants are: [N:1]([CH2:4][C:5]1[CH:6]=[C:7]2[C:11](=[CH:12][CH:13]=1)[N:10]([C:14]([O:16][C:17]([CH3:20])([CH3:19])[CH3:18])=[O:15])[C:9]([C:21]1[C:22]([Cl:31])=[N:23][C:24]3[C:29]([CH:30]=1)=[CH:28][CH:27]=[CH:26][CH:25]=3)=[CH:8]2)=[N+]=[N-]. (2) Given the product [Cl:1][C:2]1[N:3]=[C:4]([NH:22][C:23]2[CH:31]=[CH:30][CH:29]=[C:28]3[C:24]=2[CH:25]=[N:26][NH:27]3)[C:5]2[CH:10]=[CH:9][N:8]([S:11]([C:14]3[CH:20]=[CH:19][C:17]([CH3:18])=[CH:16][CH:15]=3)(=[O:13])=[O:12])[C:6]=2[N:7]=1, predict the reactants needed to synthesize it. The reactants are: [Cl:1][C:2]1[N:3]=[C:4](Cl)[C:5]2[CH:10]=[CH:9][N:8]([S:11]([C:14]3[CH:20]=[CH:19][C:17]([CH3:18])=[CH:16][CH:15]=3)(=[O:13])=[O:12])[C:6]=2[N:7]=1.[NH2:22][C:23]1[CH:31]=[CH:30][CH:29]=[C:28]2[C:24]=1[CH:25]=[N:26][NH:27]2.CCN(C(C)C)C(C)C.